From a dataset of Catalyst prediction with 721,799 reactions and 888 catalyst types from USPTO. Predict which catalyst facilitates the given reaction. (1) The catalyst class is: 63. Reactant: C1CC=CCC=1.[CH3:7][N:8]1[C:12]([CH2:13][N:14]2[CH2:19][CH2:18][N:17](C(OCC3C=CC=CC=3)=O)[CH2:16][C:15]2=[O:30])=[N:11][CH:10]=[N:9]1. Product: [CH3:7][N:8]1[C:12]([CH2:13][N:14]2[CH2:19][CH2:18][NH:17][CH2:16][C:15]2=[O:30])=[N:11][CH:10]=[N:9]1. (2) Reactant: [NH2:1][C:2]1[S:3][C:4]2[CH:10]=[C:9]([NH:11][C:12]([NH:14]C(=O)C3C=CC=CC=3)=[S:13])[CH:8]=[CH:7][C:5]=2[N:6]=1.[OH-].[Na+]. Product: [NH2:1][C:2]1[S:3][C:4]2[CH:10]=[C:9]([NH:11][C:12]([NH2:14])=[S:13])[CH:8]=[CH:7][C:5]=2[N:6]=1. The catalyst class is: 1. (3) The catalyst class is: 502. Product: [CH3:23][C:24]1([CH3:40])[C:32]2[C:27](=[CH:28][CH:29]=[C:30]([N:33]3[C:37](=[O:38])[C:36](=[N:19][NH:2][C:3]4[C:4]([OH:18])=[C:5]([C:9]5[CH:14]=[CH:13][CH:12]=[C:11]([C:15]([OH:17])=[O:16])[CH:10]=5)[CH:6]=[CH:7][CH:8]=4)[C:35]([CH3:39])=[N:34]3)[CH:31]=2)[CH2:26][CH2:25]1. Reactant: Br.[NH2:2][C:3]1[C:4]([OH:18])=[C:5]([C:9]2[CH:14]=[CH:13][CH:12]=[C:11]([C:15]([OH:17])=[O:16])[CH:10]=2)[CH:6]=[CH:7][CH:8]=1.[N:19]([O-])=O.[Na+].[CH3:23][C:24]1([CH3:40])[C:32]2[C:27](=[CH:28][CH:29]=[C:30]([N:33]3[C:37](=[O:38])[CH2:36][C:35]([CH3:39])=[N:34]3)[CH:31]=2)[CH2:26][CH2:25]1.C(=O)(O)[O-].[Na+]. (4) Reactant: C([N:8]1[CH2:13][CH:12]=[C:11]([C:14]2[CH:19]=[CH:18][N:17]=[C:16]([CH:20]3[N:24]([C:25]4[CH:30]=[CH:29][C:28]([F:31])=[CH:27][C:26]=4[F:32])[N:23]=[C:22]([C:33]([F:39])([F:38])[C:34]([F:37])([F:36])[F:35])[CH2:21]3)[CH:15]=2)[CH2:10][CH2:9]1)(OC(C)(C)C)=O.[ClH:40]. The catalyst class is: 13. Product: [ClH:40].[F:32][C:26]1[CH:27]=[C:28]([F:31])[CH:29]=[CH:30][C:25]=1[N:24]1[CH:20]([C:16]2[CH:15]=[C:14]([C:11]3[CH2:12][CH2:13][NH:8][CH2:9][CH:10]=3)[CH:19]=[CH:18][N:17]=2)[CH2:21][C:22]([C:33]([F:38])([F:39])[C:34]([F:36])([F:37])[F:35])=[N:23]1. (5) Reactant: [NH:1]1[CH2:6][CH2:5][NH:4][CH2:3][CH2:2]1.[Cl:7][C:8]1[C:17](Cl)=[N:16][C:15]2[C:10](=[CH:11][C:12]([Cl:20])=[C:13]([Cl:19])[CH:14]=2)[N:9]=1. Product: [N:1]1([C:17]2[C:8]([Cl:7])=[N:9][C:10]3[C:15]([N:16]=2)=[CH:14][C:13]([Cl:19])=[C:12]([Cl:20])[CH:11]=3)[CH2:6][CH2:5][NH:4][CH2:3][CH2:2]1. The catalyst class is: 14. (6) Product: [Cl:1][C:2]1[CH:3]=[CH:4][C:5]([O:6][CH:7]2[CH2:8][N:9]([CH2:11][CH2:12][C@H:13]([NH:16][C:17]([NH:19][C:20]3[CH:25]=[C:24]([O:26][CH3:27])[CH:23]=[C:22]([O:28][CH3:29])[CH:21]=3)=[O:18])[CH2:14][O:15][C:39](=[O:41])[CH3:40])[CH2:10]2)=[CH:30][CH:31]=1. The catalyst class is: 2. Reactant: [Cl:1][C:2]1[CH:31]=[CH:30][C:5]([O:6][CH:7]2[CH2:10][N:9]([CH2:11][CH2:12][C@H:13]([NH:16][C:17]([NH:19][C:20]3[CH:25]=[C:24]([O:26][CH3:27])[CH:23]=[C:22]([O:28][CH3:29])[CH:21]=3)=[O:18])[CH2:14][OH:15])[CH2:8]2)=[CH:4][CH:3]=1.C(N(CC)CC)C.[C:39](OC(=O)C)(=[O:41])[CH3:40].